Dataset: hERG potassium channel inhibition data for cardiac toxicity prediction from Karim et al.. Task: Regression/Classification. Given a drug SMILES string, predict its toxicity properties. Task type varies by dataset: regression for continuous values (e.g., LD50, hERG inhibition percentage) or binary classification for toxic/non-toxic outcomes (e.g., AMES mutagenicity, cardiotoxicity, hepatotoxicity). Dataset: herg_karim. (1) The compound is C[C@H]1CCCCN1CCCNCc1ccc(CNCCCN2CCCC[C@H]2C)cc1.Cl. The result is 0 (non-blocker). (2) The compound is Cc1ncoc1-c1nnc(SCCCN2C[C@H]3C[C@@]3(c3ccc(C(C)(C)C)cc3)C2)n1C. The result is 1 (blocker). (3) The compound is Cc1nc2ccc(Oc3ccc4c(c3)OCO4)nc2c(=O)n1C[C@H]1CCCN(C(C)C)C1. The result is 0 (non-blocker). (4) The drug is N#CC1(NC(=O)[C@@H]2CCCC[C@H]2C(=O)N2CCN(c3nc(C4CC4)cs3)CC2)CC1. The result is 0 (non-blocker). (5) The compound is CCn1cc(C2(c3cccc(-c4cncc(F)c4)c3)N=C(N)c3c(F)cccc32)cc(C)c1=O. The result is 1 (blocker). (6) The compound is CCOC(=O)N1CCC(C)(Sc2nc3cc(Cl)c(N4CCN(CC)CC4)cc3[nH]2)CC1. The result is 1 (blocker). (7) The compound is Cc1nc[n+]([O-])c(C)c1C(=O)N1CCC(C)(N2CCC(N(c3ccccc3)c3ccccc3)CC2)CC1. The result is 1 (blocker). (8) The compound is O=C(c1ccccc1C(F)(F)F)N(CC1CCC1)C1CCNC1. The result is 0 (non-blocker). (9) The molecule is CC(C)c1ccc(S(=O)(=O)Cc2ccc([C@]34CNC[C@H]3C4)cc2)cc1. The result is 1 (blocker).